Dataset: Full USPTO retrosynthesis dataset with 1.9M reactions from patents (1976-2016). Task: Predict the reactants needed to synthesize the given product. (1) Given the product [C:1]([O:5][C:6]([N:8]1[CH2:13][CH2:12][O:11][CH:10]([C:14]2[CH:19]=[CH:18][C:17]([NH2:20])=[CH:16][C:15]=2[Cl:29])[CH2:9]1)=[O:7])([CH3:4])([CH3:3])[CH3:2], predict the reactants needed to synthesize it. The reactants are: [C:1]([O:5][C:6]([N:8]1[CH2:13][CH2:12][O:11][CH:10]([C:14]2[CH:19]=[CH:18][C:17]([NH2:20])=[C:16](F)[CH:15]=2)[CH2:9]1)=[O:7])([CH3:4])([CH3:3])[CH3:2].BrC1C=CC(C([Cl:29])=O)=C(Cl)C=1. (2) Given the product [OH:14][CH:13]([C:2]1[CH:7]=[CH:6][CH:5]=[CH:4][N:3]=1)[C:15]1[C:23]2[O:22][C:21]([CH3:24])([CH3:25])[CH2:20][C:19]=2[C:18]([CH3:26])=[C:17]([NH:27][C:28](=[O:34])[CH2:29][C:30]([CH3:33])([CH3:32])[CH3:31])[C:16]=1[CH3:35], predict the reactants needed to synthesize it. The reactants are: Br[C:2]1[CH:7]=[CH:6][CH:5]=[CH:4][N:3]=1.C([Li])CCC.[CH:13]([C:15]1[C:23]2[O:22][C:21]([CH3:25])([CH3:24])[CH2:20][C:19]=2[C:18]([CH3:26])=[C:17]([NH:27][C:28](=[O:34])[CH2:29][C:30]([CH3:33])([CH3:32])[CH3:31])[C:16]=1[CH3:35])=[O:14].O. (3) The reactants are: [C:1]([NH:4][NH:5][C:6]1[CH:11]=[CH:10][C:9]([Cl:12])=[CH:8][C:7]=1[Cl:13])(=O)[CH3:2].P(Cl)(Cl)([Cl:16])=O. Given the product [Cl:13][C:7]1[CH:8]=[C:9]([Cl:12])[CH:10]=[CH:11][C:6]=1[NH:5][N:4]=[C:1]([Cl:16])[CH3:2], predict the reactants needed to synthesize it.